The task is: Predict the reaction yield, written as a fraction of the theoretical maximum amount of product (1.0 means a 100% yield; for example, 0.34 means a 34% yield).. This data is from Reaction yield outcomes from USPTO patents with 853,638 reactions. (1) The reactants are [CH2:1]([N:7]1[CH2:12][CH:11]2[CH:9]([C:10]2([C:14]2[CH:19]=[CH:18][CH:17]=[C:16]([OH:20])[CH:15]=2)[CH3:13])[C:8]1=O)[CH2:2][CH2:3][CH2:4][CH2:5][CH3:6].[H-].[Al+3].[Li+].[H-].[H-].[H-]. The catalyst is O1CCCC1. The product is [CH2:1]([N:7]1[CH2:12][CH:11]2[CH:9]([C:10]2([C:14]2[CH:15]=[C:16]([OH:20])[CH:17]=[CH:18][CH:19]=2)[CH3:13])[CH2:8]1)[CH2:2][CH2:3][CH2:4][CH2:5][CH3:6]. The yield is 0.510. (2) The reactants are [Cl:1][C:2]1[CH:8]=[CH:7][C:5]([NH2:6])=[C:4]([I:9])[CH:3]=1.[C:10]1(=O)[CH2:15][CH2:14][CH2:13][C:12](=[O:16])[CH2:11]1.O.C1(C)C=CC(S(O)(=O)=O)=CC=1.CCOC(C)=O. The catalyst is C1(C)C=CC=CC=1. The product is [Cl:1][C:2]1[CH:8]=[CH:7][C:5]([NH:6][C:10]2[CH2:15][CH2:14][CH2:13][C:12](=[O:16])[CH:11]=2)=[C:4]([I:9])[CH:3]=1. The yield is 0.800. (3) The reactants are [Br:1][C:2]1[CH:7]=[CH:6][C:5]([OH:8])=[C:4]([CH3:9])[CH:3]=1.[C:10]1(B(O)O)[CH:15]=[CH:14][CH:13]=[CH:12][CH:11]=1.BrC1C=CC(OC2C=CC=CC=2)=C(Cl)C=1.CO[C@@H]1[C@@H](C(OC)=O)[C@@H]2[C@@H](CN3[C@H](C2)C2NC4C=C(OC)C=CC=4C=2CC3)C[C@H]1OC(C1C=C(OC)C(OC)=C(OC)C=1)=O. The catalyst is C(#N)C. The product is [Br:1][C:2]1[CH:7]=[CH:6][C:5]([O:8][C:10]2[CH:15]=[CH:14][CH:13]=[CH:12][CH:11]=2)=[C:4]([CH3:9])[CH:3]=1. The yield is 0.350. (4) The reactants are Cl.[Br:2][C:3]1[C:4]([CH:13]([O:16][Si](C)(C)C)[C:14]#N)=[C:5]2[C:10](=[CH:11][CH:12]=1)[N:9]=[CH:8][CH:7]=[CH:6]2.[CH3:21][OH:22].[OH2:23]. No catalyst specified. The yield is 0.490. The product is [Br:2][C:3]1[C:4]([CH:13]([OH:16])[C:14]([O:22][CH3:21])=[O:23])=[C:5]2[C:10](=[CH:11][CH:12]=1)[N:9]=[CH:8][CH:7]=[CH:6]2. (5) The reactants are [CH2:1]([NH:8][C:9](=O)[CH2:10][CH2:11][C:12]([CH3:17])([N+:14]([O-:16])=[O:15])[CH3:13])[C:2]1[CH:7]=[CH:6][CH:5]=[CH:4][CH:3]=1.Cl. The catalyst is O1CCCC1. The product is [CH2:1]([NH:8][CH2:9][CH2:10][CH2:11][C:12]([CH3:17])([N+:14]([O-:16])=[O:15])[CH3:13])[C:2]1[CH:7]=[CH:6][CH:5]=[CH:4][CH:3]=1. The yield is 0.730.